From a dataset of Forward reaction prediction with 1.9M reactions from USPTO patents (1976-2016). Predict the product of the given reaction. (1) Given the reactants [ClH:1].Cl.[N:3]1([CH:7]2[CH2:12][CH2:11][N:10](CC3C=CC=CC=3)[CH2:9][CH2:8]2)[CH2:6][CH2:5][CH2:4]1.O, predict the reaction product. The product is: [ClH:1].[ClH:1].[N:3]1([CH:7]2[CH2:12][CH2:11][NH:10][CH2:9][CH2:8]2)[CH2:6][CH2:5][CH2:4]1. (2) Given the reactants [O:1]1[CH2:3][C@H:2]1[C:4]([O:6][CH3:7])=[O:5].FC(F)(F)C(O)=O.[CH3:15][N:16]1[C:24]2[CH:23]=[C:22]([C:25]3[CH:30]=[CH:29][C:28]([O:31][CH2:32][CH2:33][CH:34]4[CH2:39][CH2:38][NH:37][CH2:36][CH2:35]4)=[C:27]([C:40]([F:43])([F:42])[F:41])[CH:26]=3)[N:21]=[C:20]([C:44]#[N:45])[C:19]=2[N:18]=[N:17]1.CCN(C(C)C)C(C)C, predict the reaction product. The product is: [C:44]([C:20]1[C:19]2[N:18]=[N:17][N:16]([CH3:15])[C:24]=2[CH:23]=[C:22]([C:25]2[CH:30]=[CH:29][C:28]([O:31][CH2:32][CH2:33][CH:34]3[CH2:35][CH2:36][N:37]([CH2:3][C@H:2]([OH:1])[C:4]([O:6][CH3:7])=[O:5])[CH2:38][CH2:39]3)=[C:27]([C:40]([F:42])([F:43])[F:41])[CH:26]=2)[N:21]=1)#[N:45]. (3) Given the reactants [Cl:1][C:2]1[CH:3]=[C:4]2[C:8](=[CH:9][CH:10]=1)[NH:7][CH:6]=[C:5]2[CH2:11][CH2:12][NH:13][C:14](=[O:23])[C:15]1[CH:20]=[CH:19][CH:18]=[C:17]([CH2:21]Cl)[CH:16]=1.[C:24]([C:26]1[CH:27]=[C:28](B(O)O)[CH:29]=[CH:30][CH:31]=1)#[N:25].C(=O)([O-])[O-].[Na+].[Na+].[I-].[Na+], predict the reaction product. The product is: [Cl:1][C:2]1[CH:3]=[C:4]2[C:8](=[CH:9][CH:10]=1)[NH:7][CH:6]=[C:5]2[CH2:11][CH2:12][NH:13][C:14](=[O:23])[C:15]1[CH:20]=[CH:19][CH:18]=[C:17]([CH2:21][C:30]2[CH:29]=[CH:28][CH:27]=[C:26]([C:24]#[N:25])[CH:31]=2)[CH:16]=1.